This data is from Peptide-MHC class II binding affinity with 134,281 pairs from IEDB. The task is: Regression. Given a peptide amino acid sequence and an MHC pseudo amino acid sequence, predict their binding affinity value. This is MHC class II binding data. (1) The peptide sequence is GVINIMYMHDSDDVLF. The MHC is DRB1_1501 with pseudo-sequence DRB1_1501. The binding affinity (normalized) is 0.463. (2) The peptide sequence is PCVFIKRVSNVIIHG. The MHC is HLA-DPA10201-DPB11401 with pseudo-sequence HLA-DPA10201-DPB11401. The binding affinity (normalized) is 0.235. (3) The peptide sequence is DCKFPGGGQIVGGVY. The MHC is HLA-DQA10501-DQB10301 with pseudo-sequence HLA-DQA10501-DQB10301. The binding affinity (normalized) is 0.792. (4) The peptide sequence is VVPDGYKLTGNVLIL. The MHC is DRB3_0101 with pseudo-sequence DRB3_0101. The binding affinity (normalized) is 0.424. (5) The peptide sequence is ALTKAITAMSEVQKV. The MHC is HLA-DPA10103-DPB10401 with pseudo-sequence HLA-DPA10103-DPB10401. The binding affinity (normalized) is 0.190.